Dataset: Reaction yield outcomes from USPTO patents with 853,638 reactions. Task: Predict the reaction yield, written as a fraction of the theoretical maximum amount of product (1.0 means a 100% yield; for example, 0.34 means a 34% yield). (1) The reactants are [Cl:1][C:2]1[N:7]=[CH:6][C:5]([CH2:8][C:9](C)([C:13](O)=O)[C:10]([OH:12])=[O:11])=[CH:4][CH:3]=1.C(=O)=O. No catalyst specified. The product is [Cl:1][C:2]1[N:7]=[CH:6][C:5]([CH2:8][CH:9]([CH3:13])[C:10]([OH:12])=[O:11])=[CH:4][CH:3]=1. The yield is 0.950. (2) The reactants are [C:1]([O:5][C:6](=[O:33])[NH:7][CH2:8][CH2:9][CH2:10][NH:11][CH:12]([C:15]1[N:16]([CH2:26][C:27]2[CH:32]=[CH:31][CH:30]=[CH:29][CH:28]=2)[C:17](=[O:25])[C:18]2[C:23]([CH3:24])=[N:22][O:21][C:19]=2[N:20]=1)[CH2:13][CH3:14])([CH3:4])([CH3:3])[CH3:2].[CH3:34][C:35]1[CH:43]=[CH:42][C:38]([C:39](Cl)=[O:40])=[CH:37][CH:36]=1.C(N(CC)CC)C. The catalyst is C(Cl)Cl. The product is [C:1]([O:5][C:6](=[O:33])[NH:7][CH2:8][CH2:9][CH2:10][N:11]([CH:12]([C:15]1[N:16]([CH2:26][C:27]2[CH:32]=[CH:31][CH:30]=[CH:29][CH:28]=2)[C:17](=[O:25])[C:18]2[C:23]([CH3:24])=[N:22][O:21][C:19]=2[N:20]=1)[CH2:13][CH3:14])[C:39](=[O:40])[C:38]1[CH:42]=[CH:43][C:35]([CH3:34])=[CH:36][CH:37]=1)([CH3:2])([CH3:3])[CH3:4]. The yield is 0.760. (3) The reactants are Br[C:2]1[CH:11]=[C:10]2[C:5]([CH:6]=[CH:7][N:8]=[C:9]2[Cl:12])=[CH:4][CH:3]=1.[NH:13]1[C:21]2[C:16](=[CH:17][C:18](B(O)O)=[CH:19][CH:20]=2)[CH:15]=[CH:14]1.C(=O)([O-])[O-].[K+].[K+]. The catalyst is CN(C)C=O. The product is [Cl:12][C:9]1[C:10]2[C:5](=[CH:4][CH:3]=[C:2]([C:18]3[CH:17]=[C:16]4[C:21](=[CH:20][CH:19]=3)[NH:13][CH:14]=[CH:15]4)[CH:11]=2)[CH:6]=[CH:7][N:8]=1. The yield is 0.250. (4) The reactants are [C:1]1(=[O:10])[C:9]2[C:4](=[CH:5][CH:6]=[CH:7][CH:8]=2)[CH2:3][CH2:2]1.C[C:12]#[N:13].[Si:14](C#N)([CH3:17])([CH3:16])[CH3:15]. The catalyst is C1(C)C=CC=CC=1.[Zn+2].[I-].[I-]. The product is [CH3:15][Si:14]([CH3:17])([CH3:16])[O:10][C:1]1([C:12]#[N:13])[C:9]2[C:4](=[CH:5][CH:6]=[CH:7][CH:8]=2)[CH2:3][CH2:2]1. The yield is 0.880. (5) The reactants are [CH3:1][N:2]([CH3:29])[CH2:3][CH2:4][CH2:5][N:6]1[C:14]2[C:9](=[CH:10][C:11]([O:15][CH3:16])=[CH:12][CH:13]=2)[C:8](/[CH:17]=[C:18]2\[O:19][C:20]3[CH:27]=[C:26]([OH:28])[CH:25]=[CH:24][C:21]=3[C:22]\2=[O:23])=[CH:7]1.[N:30]([CH2:33][C:34]([O:36][CH2:37][CH3:38])=[O:35])=[C:31]=[O:32].CCOCC. The catalyst is N1C=CC=CC=1. The product is [CH3:29][N:2]([CH3:1])[CH2:3][CH2:4][CH2:5][N:6]1[C:14]2[C:9](=[CH:10][C:11]([O:15][CH3:16])=[CH:12][CH:13]=2)[C:8](/[CH:17]=[C:18]2\[O:19][C:20]3[CH:27]=[C:26]([O:28][C:31]([NH:30][CH2:33][C:34]([O:36][CH2:37][CH3:38])=[O:35])=[O:32])[CH:25]=[CH:24][C:21]=3[C:22]\2=[O:23])=[CH:7]1. The yield is 0.720. (6) The reactants are [F:1][C:2]1([F:11])[CH2:5][C:4]([CH2:9][F:10])(C(O)=O)[CH2:3]1.C1C=CC(P(N=[N+]=[N-])(C2C=CC=CC=2)=O)=CC=1.[Cl:29][C:30]1[CH:31]=[C:32]([C:36]2[C:44]([C:45]([NH2:47])=[O:46])=[C:39]3[CH2:40][NH:41][CH2:42][CH2:43][N:38]3[N:37]=2)[CH:33]=[CH:34][CH:35]=1.C[N:49]([CH:51]=[O:52])C. The catalyst is C1(C)C=CC=CC=1. The product is [Cl:29][C:30]1[CH:31]=[C:32]([C:36]2[C:44]([C:45]([NH2:47])=[O:46])=[C:39]3[CH2:40][N:41]([C:51]([NH:49][C:4]4([CH2:9][F:10])[CH2:3][C:2]([F:1])([F:11])[CH2:5]4)=[O:52])[CH2:42][CH2:43][N:38]3[N:37]=2)[CH:33]=[CH:34][CH:35]=1. The yield is 0.500.